This data is from Reaction yield outcomes from USPTO patents with 853,638 reactions. The task is: Predict the reaction yield, written as a fraction of the theoretical maximum amount of product (1.0 means a 100% yield; for example, 0.34 means a 34% yield). (1) The reactants are [CH2:1]([O:3][C:4](=[O:12])[C:5]1[CH:10]=[CH:9][C:8](I)=[CH:7][CH:6]=1)[CH3:2].C([O-])([O-])=O.[Na+].[Na+].[Cl-].[Li+].[C:21]([C:24]1[CH:29]=[CH:28][C:27](B(O)O)=[CH:26][CH:25]=1)(=[O:23])[CH3:22]. The catalyst is C1(C)C=CC=CC=1.CCO.[Pd].C1(P(C2C=CC=CC=2)C2C=CC=CC=2)C=CC=CC=1.C1(P(C2C=CC=CC=2)C2C=CC=CC=2)C=CC=CC=1.C1(P(C2C=CC=CC=2)C2C=CC=CC=2)C=CC=CC=1.C1(P(C2C=CC=CC=2)C2C=CC=CC=2)C=CC=CC=1. The product is [CH2:1]([O:3][C:4]([C:5]1[CH:10]=[CH:9][C:8]([C:27]2[CH:28]=[CH:29][C:24]([C:21](=[O:23])[CH3:22])=[CH:25][CH:26]=2)=[CH:7][CH:6]=1)=[O:12])[CH3:2]. The yield is 0.730. (2) The reactants are Cl[C:2](Cl)(Cl)C(OC(=O)C(Cl)(Cl)Cl)=O.[NH2:14][C:15]1[N:20]=[C:19]([N:21]([CH2:28][CH2:29][O:30][CH3:31])[C:22]2[CH:27]=[CH:26][CH:25]=[CH:24][CH:23]=2)[N:18]=[C:17]([C:32](=[N:34][OH:35])[NH2:33])[N:16]=1.Cl.[O:37]([CH:44]1[CH2:47][NH:46][CH2:45]1)[C:38]1[CH:43]=[CH:42][CH:41]=[CH:40][CH:39]=1.CCN(C(C)C)C(C)C. The catalyst is C1(C)C=CC=CC=1.N1C=CC=CC=1. The product is [CH3:31][O:30][CH2:29][CH2:28][N:21]([C:22]1[CH:23]=[CH:24][CH:25]=[CH:26][CH:27]=1)[C:19]1[N:20]=[C:15]([NH2:14])[N:16]=[C:17]([C:32]2[N:33]=[C:2]([N:46]3[CH2:47][CH:44]([O:37][C:38]4[CH:39]=[CH:40][CH:41]=[CH:42][CH:43]=4)[CH2:45]3)[O:35][N:34]=2)[N:18]=1. The yield is 0.290. (3) The reactants are [CH2:1]([N:4]([CH2:15][CH:16]([OH:20])[CH2:17][CH:18]=[CH2:19])[C:5](=[O:14])[O:6][CH2:7][C:8]1[CH:13]=[CH:12][CH:11]=[CH:10][CH:9]=1)C=C. The catalyst is C(Cl)Cl. The product is [OH:20][CH:16]1[CH2:17][CH:18]=[CH:19][CH2:1][N:4]([C:5]([O:6][CH2:7][C:8]2[CH:9]=[CH:10][CH:11]=[CH:12][CH:13]=2)=[O:14])[CH2:15]1. The yield is 0.475. (4) The reactants are [Cl:1][C:2]1[CH:7]=[CH:6][CH:5]=[CH:4][C:3]=1[S:8]([N:11]1[CH2:16][CH2:15][CH2:14][C@@H:13]([C:17]([OH:19])=O)[CH2:12]1)(=[O:10])=[O:9].Cl.[CH:21]12[NH:27][CH:24]([CH2:25][CH2:26]1)[CH2:23][CH2:22]2. No catalyst specified. The product is [CH:24]12[N:27]([C:17]([C@H:13]3[CH2:14][CH2:15][CH2:16][N:11]([S:8]([C:3]4[CH:4]=[CH:5][CH:6]=[CH:7][C:2]=4[Cl:1])(=[O:9])=[O:10])[CH2:12]3)=[O:19])[CH:21]([CH2:26][CH2:25]1)[CH2:22][CH2:23]2. The yield is 0.760. (5) The reactants are Br[C:2]1[CH:3]=[C:4]([CH:15]=[CH:16][CH:17]=1)[CH2:5][CH2:6][NH:7][C:8](=[O:14])[O:9][C:10]([CH3:13])([CH3:12])[CH3:11].[B:18]1([B:18]2[O:22][C:21]([CH3:24])([CH3:23])[C:20]([CH3:26])([CH3:25])[O:19]2)[O:22][C:21]([CH3:24])([CH3:23])[C:20]([CH3:26])([CH3:25])[O:19]1.C([O-])(=O)C.[K+].O. The catalyst is O1CCOCC1.C1C=CC(P(C2C=CC=CC=2)[C-]2C=CC=C2)=CC=1.C1C=CC(P(C2C=CC=CC=2)[C-]2C=CC=C2)=CC=1.Cl[Pd]Cl.[Fe+2]. The product is [CH3:25][C:20]1([CH3:26])[C:21]([CH3:24])([CH3:23])[O:22][B:18]([C:2]2[CH:3]=[C:4]([CH:15]=[CH:16][CH:17]=2)[CH2:5][CH2:6][NH:7][C:8](=[O:14])[O:9][C:10]([CH3:13])([CH3:12])[CH3:11])[O:19]1. The yield is 0.864. (6) The reactants are [CH2:1]=[CH:2][C:3](=[CH2:5])C.[Li]N.[CH3:8][O:9][C:10]([CH3:16])([O:12][CH2:13]C#C)[CH3:11].C(I)C. The catalyst is CCCCCC. The product is [CH3:8][O:9][C:10]([CH3:16])([O:12][CH2:13][C:5]#[C:3][CH2:2][CH3:1])[CH3:11]. The yield is 0.880. (7) The reactants are [Cl:1][C:2]1[CH:8]=[CH:7][C:5]([NH2:6])=[CH:4][CH:3]=1.Cl.C(O[CH:14](O)[C:15]([CH3:17])=[CH2:16])(=O)C.CC(=C)C(O)O. The catalyst is O1CCOCC1.O. The product is [Cl:1][C:2]1[CH:8]=[C:7]2[C:5](=[CH:4][CH:3]=1)[N:6]=[CH:16][C:15]([CH3:17])=[CH:14]2. The yield is 0.470.